This data is from Peptide-MHC class II binding affinity with 134,281 pairs from IEDB. The task is: Regression. Given a peptide amino acid sequence and an MHC pseudo amino acid sequence, predict their binding affinity value. This is MHC class II binding data. (1) The peptide sequence is EYIEAAKWLLPPPKV. The MHC is HLA-DQA10401-DQB10402 with pseudo-sequence HLA-DQA10401-DQB10402. The binding affinity (normalized) is 0.291. (2) The peptide sequence is SQDLEISWNLNGLQAY. The MHC is HLA-DQA10101-DQB10501 with pseudo-sequence HLA-DQA10101-DQB10501. The binding affinity (normalized) is 0.713. (3) The peptide sequence is TVWEQILNTWLVKPG. The MHC is DRB3_0202 with pseudo-sequence DRB3_0202. The binding affinity (normalized) is 0.296. (4) The peptide sequence is VWREMHHLVEFEPPH. The MHC is DRB1_1301 with pseudo-sequence DRB1_1301. The binding affinity (normalized) is 0.553. (5) The peptide sequence is ELLKTVRLIKFLYQSNP. The MHC is DRB3_0101 with pseudo-sequence DRB3_0101. The binding affinity (normalized) is 0.413.